Dataset: Peptide-MHC class II binding affinity with 134,281 pairs from IEDB. Task: Regression. Given a peptide amino acid sequence and an MHC pseudo amino acid sequence, predict their binding affinity value. This is MHC class II binding data. The peptide sequence is ESHGVAAVLFAATAA. The MHC is DRB1_1501 with pseudo-sequence DRB1_1501. The binding affinity (normalized) is 0.224.